From a dataset of NCI-60 drug combinations with 297,098 pairs across 59 cell lines. Regression. Given two drug SMILES strings and cell line genomic features, predict the synergy score measuring deviation from expected non-interaction effect. (1) Drug 1: C1=CC(=C2C(=C1NCCNCCO)C(=O)C3=C(C=CC(=C3C2=O)O)O)NCCNCCO. Drug 2: CCN(CC)CCNC(=O)C1=C(NC(=C1C)C=C2C3=C(C=CC(=C3)F)NC2=O)C. Cell line: CAKI-1. Synergy scores: CSS=54.9, Synergy_ZIP=0.465, Synergy_Bliss=-0.0703, Synergy_Loewe=-11.7, Synergy_HSA=3.89. (2) Drug 1: CC(C1=C(C=CC(=C1Cl)F)Cl)OC2=C(N=CC(=C2)C3=CN(N=C3)C4CCNCC4)N. Drug 2: C1=CN(C=N1)CC(O)(P(=O)(O)O)P(=O)(O)O. Cell line: MDA-MB-435. Synergy scores: CSS=14.4, Synergy_ZIP=-0.486, Synergy_Bliss=7.54, Synergy_Loewe=-3.76, Synergy_HSA=3.44. (3) Drug 1: CN1C2=C(C=C(C=C2)N(CCCl)CCCl)N=C1CCCC(=O)O.Cl. Drug 2: CCC1(C2=C(COC1=O)C(=O)N3CC4=CC5=C(C=CC(=C5CN(C)C)O)N=C4C3=C2)O.Cl. Cell line: U251. Synergy scores: CSS=50.1, Synergy_ZIP=2.43, Synergy_Bliss=3.97, Synergy_Loewe=-18.7, Synergy_HSA=5.33. (4) Drug 1: CCC1(CC2CC(C3=C(CCN(C2)C1)C4=CC=CC=C4N3)(C5=C(C=C6C(=C5)C78CCN9C7C(C=CC9)(C(C(C8N6C=O)(C(=O)OC)O)OC(=O)C)CC)OC)C(=O)OC)O.OS(=O)(=O)O. Drug 2: C1=CC=C(C(=C1)C(C2=CC=C(C=C2)Cl)C(Cl)Cl)Cl. Cell line: SNB-19. Synergy scores: CSS=29.1, Synergy_ZIP=-3.97, Synergy_Bliss=-2.67, Synergy_Loewe=-30.5, Synergy_HSA=-3.24. (5) Drug 1: CCC1(CC2CC(C3=C(CCN(C2)C1)C4=CC=CC=C4N3)(C5=C(C=C6C(=C5)C78CCN9C7C(C=CC9)(C(C(C8N6C=O)(C(=O)OC)O)OC(=O)C)CC)OC)C(=O)OC)O.OS(=O)(=O)O. Drug 2: C#CCC(CC1=CN=C2C(=N1)C(=NC(=N2)N)N)C3=CC=C(C=C3)C(=O)NC(CCC(=O)O)C(=O)O. Cell line: OVCAR-4. Synergy scores: CSS=66.9, Synergy_ZIP=-0.958, Synergy_Bliss=-0.209, Synergy_Loewe=-7.16, Synergy_HSA=-0.0946. (6) Drug 1: CC1CCC2CC(C(=CC=CC=CC(CC(C(=O)C(C(C(=CC(C(=O)CC(OC(=O)C3CCCCN3C(=O)C(=O)C1(O2)O)C(C)CC4CCC(C(C4)OC)OCCO)C)C)O)OC)C)C)C)OC. Drug 2: CN1C2=C(C=C(C=C2)N(CCCl)CCCl)N=C1CCCC(=O)O.Cl. Cell line: SNB-19. Synergy scores: CSS=16.4, Synergy_ZIP=-4.22, Synergy_Bliss=4.40, Synergy_Loewe=-17.0, Synergy_HSA=1.53. (7) Drug 1: CC1=C(C(CCC1)(C)C)C=CC(=CC=CC(=CC(=O)O)C)C. Drug 2: CS(=O)(=O)OCCCCOS(=O)(=O)C. Cell line: M14. Synergy scores: CSS=3.67, Synergy_ZIP=1.20, Synergy_Bliss=4.62, Synergy_Loewe=3.50, Synergy_HSA=2.00. (8) Drug 1: COCCOC1=C(C=C2C(=C1)C(=NC=N2)NC3=CC=CC(=C3)C#C)OCCOC. Drug 2: CCC1=C2N=C(C=C(N2N=C1)NCC3=C[N+](=CC=C3)[O-])N4CCCCC4CCO. Cell line: HT29. Synergy scores: CSS=52.4, Synergy_ZIP=1.76, Synergy_Bliss=3.10, Synergy_Loewe=-0.683, Synergy_HSA=3.46.